This data is from Catalyst prediction with 721,799 reactions and 888 catalyst types from USPTO. The task is: Predict which catalyst facilitates the given reaction. (1) The catalyst class is: 41. Product: [F:23][C:2]([F:1])([F:22])[C:3]1[CH:17]=[C:16]([C:18]([F:21])([F:20])[F:19])[CH:15]=[CH:14][C:4]=1[CH2:5][N:6]1[CH2:11][CH2:10][CH:9](/[CH:12]=[C:27]2/[C:28]([NH:30][C@H:31]3[C@H:36]([OH:37])[CH2:35][CH2:34][O:33][CH2:32]3)=[N:29][C:25](=[O:24])[S:26]/2)[CH2:8][CH2:7]1. Reactant: [F:1][C:2]([F:23])([F:22])[C:3]1[CH:17]=[C:16]([C:18]([F:21])([F:20])[F:19])[CH:15]=[CH:14][C:4]=1[CH2:5][N:6]1[CH2:11][CH2:10][CH:9]([CH:12]=O)[CH2:8][CH2:7]1.[O:24]=[C:25]1[N:29]=[C:28]([NH:30][C@H:31]2[C@H:36]([OH:37])[CH2:35][CH2:34][O:33][CH2:32]2)[CH2:27][S:26]1.C([O-])(=O)C.[NH2+]1CCCCC1. (2) Reactant: [C:1]12([C:11]3[CH:12]=[C:13]([C:21]4[N:26]=[CH:25][C:24]([CH:27]=[O:28])=[CH:23][CH:22]=4)[CH:14]=[C:15]([N+:18]([O-:20])=[O:19])[C:16]=3[OH:17])[CH2:10][CH:5]3[CH2:6][CH:7]([CH2:9][CH:3]([CH2:4]3)[CH2:2]1)[CH2:8]2.[CH2:29](O)[CH2:30][OH:31].C1(C)C=CC(S(O)(=O)=O)=CC=1. Product: [C:1]12([C:11]3[CH:12]=[C:13]([C:21]4[CH:22]=[CH:23][C:24]([CH:27]5[O:31][CH2:30][CH2:29][O:28]5)=[CH:25][N:26]=4)[CH:14]=[C:15]([N+:18]([O-:20])=[O:19])[C:16]=3[OH:17])[CH2:10][CH:5]3[CH2:4][CH:3]([CH2:9][CH:7]([CH2:6]3)[CH2:8]1)[CH2:2]2. The catalyst class is: 11. (3) Reactant: [CH3:1][N:2]1[C:10]2[C:5](=[C:6]([C:11]3[CH:16]=[CH:15][C:14]([OH:17])=[CH:13][CH:12]=3)[CH:7]=[CH:8][CH:9]=2)[C:4]([CH3:18])=[C:3]1[C:19]1[CH:24]=[CH:23][CH:22]=[CH:21][CH:20]=1.C([O-])([O-])=O.[K+].[K+].Br[CH2:32][C:33]#[N:34]. Product: [CH3:1][N:2]1[C:10]2[C:5](=[C:6]([C:11]3[CH:16]=[CH:15][C:14]([O:17][CH2:32][C:33]#[N:34])=[CH:13][CH:12]=3)[CH:7]=[CH:8][CH:9]=2)[C:4]([CH3:18])=[C:3]1[C:19]1[CH:24]=[CH:23][CH:22]=[CH:21][CH:20]=1. The catalyst class is: 21. (4) Reactant: [CH2:1]([O:3][C:4](=[O:17])[CH2:5][C:6]1[C:7]([CH3:16])=[CH:8][N:9]2[C:14]=1[CH:13]=[CH:12][C:11]([F:15])=[CH:10]2)[CH3:2].[Cl:18][C:19]1[CH:24]=[C:23]([Cl:25])[CH:22]=[CH:21][C:20]=1[S:26](Cl)(=O)=O.[Cl-].[Al+3].[Cl-].[Cl-]. Product: [CH2:1]([O:3][C:4](=[O:17])[CH2:5][C:6]1[C:7]([CH3:16])=[C:8]([S:26][C:20]2[CH:21]=[CH:22][C:23]([Cl:25])=[CH:24][C:19]=2[Cl:18])[N:9]2[C:14]=1[CH:13]=[CH:12][C:11]([F:15])=[CH:10]2)[CH3:2]. The catalyst class is: 11. (5) Reactant: [F:1][C:2]1[C:3]([I:10])=[CH:4][C:5]([CH3:9])=[C:6]([CH:8]=1)[NH2:7].[C:11](OC(=O)C)(=[O:13])[CH3:12]. Product: [F:1][C:2]1[C:3]([I:10])=[CH:4][C:5]([CH3:9])=[C:6]([NH:7][C:11](=[O:13])[CH3:12])[CH:8]=1. The catalyst class is: 22. (6) Reactant: [I:1][C:2]1[CH:8]=[CH:7][C:5]([NH2:6])=[C:4]([CH3:9])[CH:3]=1.[N:10]([O-])=O.[Na+]. Product: [I:1][C:2]1[CH:3]=[C:4]2[C:5](=[CH:7][CH:8]=1)[NH:6][N:10]=[CH:9]2. The catalyst class is: 86. (7) Reactant: [C:1]1([C:20]2[CH:25]=[CH:24][CH:23]=[CH:22][CH:21]=2)[CH:6]=[CH:5][C:4]([CH:7]([NH:12][C:13]([O:15][C:16]([CH3:19])([CH3:18])[CH3:17])=[O:14])[CH2:8][C:9]([NH2:11])=O)=[CH:3][CH:2]=1.C(N(CC)CC)C.FC(F)(F)C(OC(=O)C(F)(F)F)=O.O. Product: [C:1]1([C:20]2[CH:21]=[CH:22][CH:23]=[CH:24][CH:25]=2)[CH:6]=[CH:5][C:4]([CH:7]([NH:12][C:13](=[O:14])[O:15][C:16]([CH3:19])([CH3:17])[CH3:18])[CH2:8][C:9]#[N:11])=[CH:3][CH:2]=1. The catalyst class is: 1. (8) Reactant: B(Br)(Br)Br.C[O:6][C:7]1[CH:8]=[C:9]2[C:13](=[CH:14][CH:15]=1)[NH:12][C:11]([C:16]([O:18][CH2:19][CH3:20])=[O:17])=[CH:10]2. Product: [OH:6][C:7]1[CH:8]=[C:9]2[C:13](=[CH:14][CH:15]=1)[NH:12][C:11]([C:16]([O:18][CH2:19][CH3:20])=[O:17])=[CH:10]2. The catalyst class is: 4. (9) Reactant: [C:1]1([NH2:8])[CH:6]=[CH:5][CH:4]=[CH:3][C:2]=1[NH2:7].[C:9]1([CH2:15][N:16]2[C:20](=[O:21])[CH:19]=[CH:18][C:17]2=[O:22])[CH:14]=[CH:13][CH:12]=[CH:11][CH:10]=1. Product: [C:9]1([CH2:15][NH:16][C:17](=[O:22])[CH2:18][CH:19]2[C:20](=[O:21])[NH:8][C:1]3[C:2](=[CH:3][CH:4]=[CH:5][CH:6]=3)[NH:7]2)[CH:14]=[CH:13][CH:12]=[CH:11][CH:10]=1. The catalyst class is: 40. (10) Reactant: [NH2:1][C@@H:2]([C:4]1[O:5][C:6]2[C:11]([C:12](=[O:21])[C:13]=1[C:14]1[CH:19]=[CH:18][CH:17]=[C:16]([F:20])[CH:15]=1)=[C:10]([F:22])[CH:9]=[CH:8][CH:7]=2)[CH3:3].CS(O[C@@H](C1OC2C(C(=O)C=1C1C=CC=C(F)C=1)=C(F)C=CC=2)C)(=O)=O.[N-:49]=[N+:50]=[N-].[Na+]. The catalyst class is: 3. Product: [N:1]([C@@H:2]([C:4]1[O:5][C:6]2[C:11]([C:12](=[O:21])[C:13]=1[C:14]1[CH:19]=[CH:18][CH:17]=[C:16]([F:20])[CH:15]=1)=[C:10]([F:22])[CH:9]=[CH:8][CH:7]=2)[CH3:3])=[N+:49]=[N-:50].